This data is from Forward reaction prediction with 1.9M reactions from USPTO patents (1976-2016). The task is: Predict the product of the given reaction. (1) Given the reactants CN1C2=N[CH:8]=[C:9]([CH2:11][N:12]3[CH:16]=[C:15]([C:17](O)=[O:18])[CH:14]=[N:13]3)[CH:10]=C2C=C1.[NH2:20][CH2:21][C:22]1[C:23]([CH3:37])=[CH:24][C:25]([NH:29][C:30](=[O:36])[O:31][C:32]([CH3:35])([CH3:34])[CH3:33])=[N:26][C:27]=1[CH3:28].C[CH2:39][N:40]([CH:44]([CH3:46])[CH3:45])[CH:41]([CH3:43])[CH3:42].CC(=O)OCC, predict the reaction product. The product is: [CH3:39][N:40]1[C:44]2[C:46](=[CH:10][C:9]([CH2:11][N:12]3[CH:16]=[C:15]([C:17]([NH:20][CH2:21][C:22]4[C:23]([CH3:37])=[CH:24][C:25]([NH:29][C:30](=[O:36])[O:31][C:32]([CH3:33])([CH3:34])[CH3:35])=[N:26][C:27]=4[CH3:28])=[O:18])[CH:14]=[N:13]3)=[CH:8][CH:45]=2)[CH:42]=[C:41]1[CH3:43]. (2) Given the reactants [NH2:1][C:2]([C:4]1[CH:5]=[N:6][C:7]2[C:12]([C:13]=1[NH:14][C:15]1[CH:16]=[C:17]([CH:23]=[CH:24][CH:25]=1)[C:18]([O:20][CH2:21][CH3:22])=[O:19])=[CH:11][CH:10]=[C:9](Cl)[CH:8]=2)=[O:3].[CH3:27][C:28]1[CH:33]=[CH:32][N:31]=[CH:30][C:29]=1B(O)O.C(=O)([O-])[O-].[K+].[K+], predict the reaction product. The product is: [NH2:1][C:2]([C:4]1[CH:5]=[N:6][C:7]2[C:12]([C:13]=1[NH:14][C:15]1[CH:16]=[C:17]([CH:23]=[CH:24][CH:25]=1)[C:18]([O:20][CH2:21][CH3:22])=[O:19])=[CH:11][CH:10]=[C:9]([C:29]1[CH:30]=[N:31][CH:32]=[CH:33][C:28]=1[CH3:27])[CH:8]=2)=[O:3]. (3) Given the reactants Cl[C:2]([O:4][C:5]1[CH:10]=[CH:9][CH:8]=[CH:7][CH:6]=1)=[O:3].[NH2:11][C:12]1[CH:16]=[C:15]([C:17]([CH3:20])([CH3:19])[CH3:18])[O:14][N:13]=1.O, predict the reaction product. The product is: [C:17]([C:15]1[O:14][N:13]=[C:12]([NH:11][C:2](=[O:3])[O:4][C:5]2[CH:10]=[CH:9][CH:8]=[CH:7][CH:6]=2)[CH:16]=1)([CH3:20])([CH3:19])[CH3:18]. (4) Given the reactants S(OC)(O[CH3:5])(=O)=O.[C:8](=[S:13])([S:11][CH3:12])[S:9][CH3:10].[F:14][B-:15]([F:18])([F:17])[F:16].[H+], predict the reaction product. The product is: [F:14][B-:15]([F:18])([F:17])[F:16].[CH3:10][S:9][C:8](=[S+:13][CH3:5])[S:11][CH3:12]. (5) Given the reactants [F:1][C:2]1[CH:3]=[C:4]([C:9]2[O:10][C:11]3[C:17](Br)=[CH:16][C:15]([OH:19])=[CH:14][C:12]=3[N:13]=2)[CH:5]=[CH:6][C:7]=1[OH:8].[C:20]1(C)C=CC=C[C:21]=1P(C1C=CC=CC=1C)C1C=CC=CC=1C.C(N(CC)CC)C, predict the reaction product. The product is: [F:1][C:2]1[CH:3]=[C:4]([C:9]2[O:10][C:11]3[C:17]([CH:20]=[CH2:21])=[CH:16][C:15]([OH:19])=[CH:14][C:12]=3[N:13]=2)[CH:5]=[CH:6][C:7]=1[OH:8].